From a dataset of Catalyst prediction with 721,799 reactions and 888 catalyst types from USPTO. Predict which catalyst facilitates the given reaction. Reactant: [CH3:1][O:2][C:3](=[O:14])[CH2:4][C:5]1[CH:10]=[C:9](Br)[CH:8]=[CH:7][C:6]=1[O:12][CH3:13].C1(P(C2CCCCC2)C2C=CC=CC=2C2C(OC)=CC=CC=2OC)CCCCC1.P([O-])([O-])([O-])=O.[K+].[K+].[K+].[CH2:52]([C:54]([OH:86])([CH2:84][CH3:85])/[CH:55]=[CH:56]/[C:57]1[CH:62]=[CH:61][C:60]([C:63]([CH2:81][CH3:82])([C:66]2[CH:71]=[CH:70][C:69](B3OC(C)(C)C(C)(C)O3)=[CH:68][CH:67]=2)[CH2:64][CH3:65])=[CH:59][C:58]=1[CH3:83])[CH3:53].C(=O)(O)[O-].[Na+]. Product: [CH3:1][O:2][C:3](=[O:14])[CH2:4][C:5]1[CH:10]=[C:9]([C:69]2[CH:68]=[CH:67][C:66]([C:63]([CH2:81][CH3:82])([C:60]3[CH:61]=[CH:62][C:57](/[CH:56]=[CH:55]/[C:54]([CH2:84][CH3:85])([OH:86])[CH2:52][CH3:53])=[C:58]([CH3:83])[CH:59]=3)[CH2:64][CH3:65])=[CH:71][CH:70]=2)[CH:8]=[CH:7][C:6]=1[O:12][CH3:13]. The catalyst class is: 493.